This data is from Reaction yield outcomes from USPTO patents with 853,638 reactions. The task is: Predict the reaction yield, written as a fraction of the theoretical maximum amount of product (1.0 means a 100% yield; for example, 0.34 means a 34% yield). (1) The reactants are [NH2:1][C:2]1[S:6][C:5]([CH:7]=[O:8])=[CH:4][C:3]=1[C:9]1[NH:13][N:12]=[CH:11][CH:10]=1.[C:14](=O)(OC(Cl)(Cl)Cl)[O:15]C(Cl)(Cl)Cl. The catalyst is C1(C)C=CC=CC=1.C1COCC1. The product is [O:15]=[C:14]1[N:13]2[N:12]=[CH:11][CH:10]=[C:9]2[C:3]2[CH:4]=[C:5]([CH:7]=[O:8])[S:6][C:2]=2[NH:1]1. The yield is 0.810. (2) The reactants are C(O)CCO.[2H]C(C(O)([2H])[2H])(C(O)([2H])[2H])[2H].[C:17]([OH:36])(=[O:35])[CH2:18][CH2:19][CH2:20][CH2:21][CH2:22][CH2:23][CH2:24][CH2:25][CH2:26][CH2:27][CH2:28][CH2:29][CH2:30][CH2:31][CH2:32][CH2:33][CH3:34]. No catalyst specified. The product is [CH3:34][CH2:33][CH2:32][CH2:31][CH2:30][CH2:29][CH2:28][CH2:27][CH2:26][CH2:25][CH2:24][CH2:23][CH2:22][CH2:21][CH2:20][CH2:19][CH2:18][C:17]([O-:36])=[O:35].[CH3:34][CH2:33][CH2:32][CH2:31][CH2:30][CH2:29][CH2:28][CH2:27][CH2:26][CH2:25][CH2:24][CH2:23][CH2:22][CH2:21][CH2:20][CH2:19][CH2:18][C:17]([O-:36])=[O:35]. The yield is 0.650. (3) The reactants are [N+:1]([C:4]1[CH:9]=[CH:8][C:7]([C@@H:10]([CH3:23])[CH2:11][N:12]2C(=O)C3C(=CC=CC=3)C2=O)=[CH:6][CH:5]=1)([O-:3])=[O:2].NN. The catalyst is C1(C)C=CC=CC=1. The product is [N+:1]([C:4]1[CH:5]=[CH:6][C:7]([C@@H:10]([CH3:23])[CH2:11][NH2:12])=[CH:8][CH:9]=1)([O-:3])=[O:2]. The yield is 0.970. (4) The reactants are [C:1]([C:5]1[CH:6]=[C:7]2[C:11](=[CH:12][C:13]=1[N+:14]([O-])=O)[NH:10][CH:9]=[CH:8]2)([CH3:4])([CH3:3])[CH3:2]. The catalyst is [Ni].CO. The product is [C:1]([C:5]1[CH:6]=[C:7]2[C:11](=[CH:12][C:13]=1[NH2:14])[NH:10][CH:9]=[CH:8]2)([CH3:4])([CH3:2])[CH3:3]. The yield is 0.870. (5) The reactants are [C:1]([OH:9])(=[O:8])[C:2]1[CH:7]=[CH:6][CH:5]=[CH:4][CH:3]=1.C(N(CC)CC)C.ClC1C=C(Cl)C=C(Cl)C=1C(Cl)=O.[C:29]([O:33][C:34]([NH:36][C@@H:37]([CH2:46][C:47]1[CH:52]=[CH:51][C:50]([O:53][CH2:54][C:55]2[CH:60]=[CH:59][CH:58]=[CH:57][CH:56]=2)=[C:49]([O:61][CH2:62][C:63]2[CH:68]=[CH:67][CH:66]=[CH:65][CH:64]=2)[CH:48]=1)[C:38]([O:40][C@H:41]([CH3:45])[C@H:42](O)[CH3:43])=[O:39])=[O:35])([CH3:32])([CH3:31])[CH3:30]. The catalyst is ClCCl.CN(C)C1C=CN=CC=1. The product is [C:29]([O:33][C:34]([NH:36][C@@H:37]([CH2:46][C:47]1[CH:52]=[CH:51][C:50]([O:53][CH2:54][C:55]2[CH:60]=[CH:59][CH:58]=[CH:57][CH:56]=2)=[C:49]([O:61][CH2:62][C:63]2[CH:68]=[CH:67][CH:66]=[CH:65][CH:64]=2)[CH:48]=1)[C:38]([O:40][C@H:41]([CH3:45])[C@H:42]([O:8][C:1]([C:2]1[CH:7]=[CH:6][CH:5]=[CH:4][CH:3]=1)=[O:9])[CH3:43])=[O:39])=[O:35])([CH3:31])([CH3:32])[CH3:30]. The yield is 0.900. (6) The reactants are [CH3:1][O:2][C:3]1[CH:4]=[C:5]([C:13]2[C:14]([C:19](Cl)=[O:20])=[CH:15][CH:16]=[CH:17][CH:18]=2)[CH:6]=[C:7]([O:11][CH3:12])[C:8]=1[O:9][CH3:10].[CH3:22][O:23][C:24](=[O:38])[CH2:25][C:26]1[S:27][C:28]([C:31]2[CH:36]=[CH:35][CH:34]=[CH:33][C:32]=2[NH2:37])=[CH:29][CH:30]=1. The catalyst is C(Cl)Cl.N1C=CC=CC=1. The product is [CH3:22][O:23][C:24](=[O:38])[CH2:25][C:26]1[S:27][C:28]([C:31]2[CH:36]=[CH:35][CH:34]=[CH:33][C:32]=2[NH:37][C:19]([C:14]2[C:13]([C:5]3[CH:4]=[C:3]([O:2][CH3:1])[C:8]([O:9][CH3:10])=[C:7]([O:11][CH3:12])[CH:6]=3)=[CH:18][CH:17]=[CH:16][CH:15]=2)=[O:20])=[CH:29][CH:30]=1. The yield is 0.590. (7) The reactants are [CH3:1][C:2]([O:5][C:6]([NH:8][C@@H:9]1[C@H:14]([NH2:15])[CH2:13][CH2:12][CH2:11][CH2:10]1)=[O:7])([CH3:4])[CH3:3].C(=O)([O-])[O-].[K+].[K+].Br[CH2:23][CH2:24][CH2:25][CH2:26]Br. The catalyst is C(#N)C. The product is [C:2]([O:5][C:6](=[O:7])[NH:8][C@@H:9]1[CH2:10][CH2:11][CH2:12][CH2:13][C@@H:14]1[N:15]1[CH2:26][CH2:25][CH2:24][CH2:23]1)([CH3:1])([CH3:3])[CH3:4]. The yield is 0.880.